Dataset: Forward reaction prediction with 1.9M reactions from USPTO patents (1976-2016). Task: Predict the product of the given reaction. (1) The product is: [Si:7]([O:8][CH2:9][C:10]1[CH:15]=[CH:14][CH:13]=[C:12]([O:16][CH2:17][O:18][CH3:19])[C:11]=1[C:28]([O:30][CH2:31][CH3:32])=[O:29])([C:4]([CH3:3])([CH3:5])[CH3:6])([CH3:20])[CH3:21]. Given the reactants N#N.[CH3:3][C:4]([Si:7]([CH3:21])([CH3:20])[O:8][CH2:9][C:10]1[CH:15]=[CH:14][CH:13]=[C:12]([O:16][CH2:17][O:18][CH3:19])[CH:11]=1)([CH3:6])[CH3:5].C([Li])CCC.Cl[C:28]([O:30][CH2:31][CH3:32])=[O:29], predict the reaction product. (2) Given the reactants Cl.[NH2:2][CH2:3][CH2:4][CH2:5][C:6]1[C:11]([C@H:12]2[CH2:16][CH2:15][CH2:14][N:13]2[C:17]2[CH:22]=[CH:21][N:20]3[N:23]=[CH:24][C:25]([C:26]([O:28]CC)=[O:27])=[C:19]3[N:18]=2)=[CH:10][C:9]([F:31])=[CH:8][N:7]=1.[OH-].[Li+], predict the reaction product. The product is: [NH2:2][CH2:3][CH2:4][CH2:5][C:6]1[C:11]([C@H:12]2[CH2:16][CH2:15][CH2:14][N:13]2[C:17]2[CH:22]=[CH:21][N:20]3[N:23]=[CH:24][C:25]([C:26]([OH:28])=[O:27])=[C:19]3[N:18]=2)=[CH:10][C:9]([F:31])=[CH:8][N:7]=1. (3) Given the reactants [O:1]=[C:2]1[C:22]2[C:17](=[CH:18][CH:19]=[CH:20][CH:21]=2)[C:4]2([CH2:9][CH2:8][N:7]([C:10]([O:12][C:13]([CH3:16])([CH3:15])[CH3:14])=[O:11])[CH2:6][CH2:5]2)[CH2:3]1.[CH3:23][Mg]Cl.C1COCC1.[Cl-].[NH4+], predict the reaction product. The product is: [CH3:23][C:2]1([OH:1])[C:22]2[C:17](=[CH:18][CH:19]=[CH:20][CH:21]=2)[C:4]2([CH2:9][CH2:8][N:7]([C:10]([O:12][C:13]([CH3:15])([CH3:16])[CH3:14])=[O:11])[CH2:6][CH2:5]2)[CH2:3]1. (4) Given the reactants [N+:1]([C:4]1[CH:5]=[C:6]([CH:10]=[CH:11][C:12]=1[N+:13]([O-:15])=[O:14])[C:7]([OH:9])=O)([O-:3])=[O:2].O=S(Cl)Cl.[CH3:20][N:21]1[CH2:26][CH2:25][NH:24][CH2:23][CH2:22]1.CCN(CC)CC, predict the reaction product. The product is: [N+:1]([C:4]1[CH:5]=[C:6]([C:7]([N:24]2[CH2:25][CH2:26][N:21]([CH3:20])[CH2:22][CH2:23]2)=[O:9])[CH:10]=[CH:11][C:12]=1[N+:13]([O-:15])=[O:14])([O-:3])=[O:2]. (5) Given the reactants N[C:2]1N([C@@H]2CC[C@H](C(OC)=O)CC2)C2C=C(CO[Si](C(C)C)(C(C)C)C(C)C)C=CC=2N=1.[CH2:33]([NH:35][C:36]([C@@H:38]1[CH2:43][CH2:42][C@H:41]([N:44]2[C:48]3[CH:49]=[C:50]([CH2:53][N:54]4[CH2:59][CH2:58][CH2:57][CH2:56][CH2:55]4)[CH:51]=[CH:52][C:47]=3[NH:46]/[C:45]/2=[N:60]\[C:61](=[O:69])[C:62]2[CH:67]=[CH:66][C:65](F)=[CH:64][CH:63]=2)[CH2:40][CH2:39]1)=[O:37])[CH3:34], predict the reaction product. The product is: [CH:33]([NH:35][C:36]([C@@H:38]1[CH2:43][CH2:42][C@H:41]([N:44]2[C:48]3[CH:49]=[C:50]([CH2:53][N:54]4[CH2:59][CH2:58][CH2:57][CH2:56][CH2:55]4)[CH:51]=[CH:52][C:47]=3[N:46]=[C:45]2[NH:60][C:61](=[O:69])[C:62]2[CH:67]=[CH:66][CH:65]=[CH:64][CH:63]=2)[CH2:40][CH2:39]1)=[O:37])([CH3:2])[CH3:34].